Task: Predict the product of the given reaction.. Dataset: Forward reaction prediction with 1.9M reactions from USPTO patents (1976-2016) (1) Given the reactants [CH:1]12[O:9][CH:5]([CH2:6][NH:7][CH2:8]1)[CH2:4][N:3]([C:10]1[CH:15]=[CH:14][C:13]([NH:16][C:17]3[N:22]=[C:21]([C:23]4[N:27]5[CH:28]=[CH:29][CH:30]=[C:31]([F:32])[C:26]5=[N:25][CH:24]=4)[C:20]([Cl:33])=[CH:19][N:18]=3)=[C:12]([O:34][CH3:35])[CH:11]=1)[CH2:2]2.Br[CH2:37][CH2:38][CH2:39][OH:40].C(=O)([O-])[O-].[K+].[K+], predict the reaction product. The product is: [Cl:33][C:20]1[C:21]([C:23]2[N:27]3[CH:28]=[CH:29][CH:30]=[C:31]([F:32])[C:26]3=[N:25][CH:24]=2)=[N:22][C:17]([NH:16][C:13]2[CH:14]=[CH:15][C:10]([N:3]3[CH2:4][CH:5]4[O:9][CH:1]([CH2:8][N:7]([CH2:37][CH2:38][CH2:39][OH:40])[CH2:6]4)[CH2:2]3)=[CH:11][C:12]=2[O:34][CH3:35])=[N:18][CH:19]=1. (2) Given the reactants [Cl:1][C:2]1[CH:7]=[CH:6][C:5]([C:8]2[C:9]([O:18][CH2:19][C:20]([F:23])([F:22])[F:21])=[N:10][CH:11]=[C:12]([CH:17]=2)[C:13]([O:15]C)=[O:14])=[CH:4][C:3]=1[CH3:24].[Li+].[OH-].C1COCC1.Cl, predict the reaction product. The product is: [Cl:1][C:2]1[CH:7]=[CH:6][C:5]([C:8]2[C:9]([O:18][CH2:19][C:20]([F:23])([F:21])[F:22])=[N:10][CH:11]=[C:12]([CH:17]=2)[C:13]([OH:15])=[O:14])=[CH:4][C:3]=1[CH3:24]. (3) Given the reactants [Cl:1][C:2]1[S:3][C:4]([CH:8]=[O:9])=[C:5]([Cl:7])[N:6]=1.[CH2:10](O)[CH2:11][OH:12].C(=O)([O-])[O-].[Na+].[Na+], predict the reaction product. The product is: [Cl:1][C:2]1[S:3][C:4]([CH:8]2[O:12][CH2:11][CH2:10][O:9]2)=[C:5]([Cl:7])[N:6]=1.